From a dataset of Catalyst prediction with 721,799 reactions and 888 catalyst types from USPTO. Predict which catalyst facilitates the given reaction. (1) Reactant: C1C2C(COC([N:18]3[CH2:23][C@@H:22]([NH:24][CH2:25][CH:26]([CH3:28])[CH3:27])[CH2:21][C@@H:20]([C:29](=[O:49])[N:30]([CH:46]4[CH2:48][CH2:47]4)[CH2:31][C:32]4[C:40]5[C:35](=[CH:36][CH:37]=[CH:38][CH:39]=5)[N:34]([CH2:41][CH2:42][CH2:43][O:44][CH3:45])[CH:33]=4)[CH2:19]3)=O)C3C(=CC=CC=3)C=2C=CC=1.[C:50](Cl)(=[O:55])[C:51]([CH3:54])([CH3:53])[CH3:52]. Product: [CH:46]1([N:30]([CH2:31][C:32]2[C:40]3[C:35](=[CH:36][CH:37]=[CH:38][CH:39]=3)[N:34]([CH2:41][CH2:42][CH2:43][O:44][CH3:45])[CH:33]=2)[C:29]([C@@H:20]2[CH2:21][C@H:22]([N:24]([C:50](=[O:55])[C:51]([CH3:54])([CH3:53])[CH3:52])[CH2:25][CH:26]([CH3:27])[CH3:28])[CH2:23][NH:18][CH2:19]2)=[O:49])[CH2:48][CH2:47]1. The catalyst class is: 23. (2) Reactant: [Br:1][C:2]1[CH:3]=[CH:4][C:5](/[C:8](=[N:14]\[NH2:15])/[CH2:9][CH:10]([CH3:13])[CH2:11][CH3:12])=[N:6][CH:7]=1. Product: [Br:1][C:2]1[CH:3]=[CH:4][C:5]2[N:6]([N:15]=[N:14][C:8]=2[CH2:9][CH:10]([CH3:13])[CH2:11][CH3:12])[CH:7]=1. The catalyst class is: 703. (3) Reactant: [CH3:1][NH:2][CH2:3][CH2:4][NH2:5].O.[F:7][C:8]([F:15])([F:14])[C:9]([O:11]CC)=O. Product: [F:15][C:8]([F:7])([F:14])[C:9]([NH:5][CH2:4][CH2:3][NH:2][CH3:1])=[O:11]. The catalyst class is: 10. (4) Reactant: [C:1]([O:5][CH2:6][C:7]1[CH:12]=[C:11](Cl)[N:10]=[N:9][C:8]=1[O:14][CH3:15])([CH3:4])([CH3:3])[CH3:2].C([Sn](CCCC)(CCCC)[C:21]([O:23][CH2:24][CH3:25])=[CH2:22])CCC. Product: [C:1]([O:5][CH2:6][C:7]1[CH:12]=[C:11]([C:21]([O:23][CH2:24][CH3:25])=[CH2:22])[N:10]=[N:9][C:8]=1[O:14][CH3:15])([CH3:4])([CH3:3])[CH3:2]. The catalyst class is: 109. (5) Reactant: [OH:1][C:2]1[CH:3]=[C:4]([CH:9]=[CH:10][CH:11]=1)[C:5]([O:7][CH3:8])=[O:6].[H-].[Na+].CS(O[CH2:19][CH:20]1[CH2:25][CH2:24][N:23]([C:26]([O:28][C:29]([CH3:32])([CH3:31])[CH3:30])=[O:27])[CH2:22][CH2:21]1)(=O)=O. Product: [CH3:8][O:7][C:5]([C:4]1[CH:3]=[C:2]([CH:11]=[CH:10][CH:9]=1)[O:1][CH2:19][CH:20]1[CH2:25][CH2:24][N:23]([C:26]([O:28][C:29]([CH3:30])([CH3:32])[CH3:31])=[O:27])[CH2:22][CH2:21]1)=[O:6]. The catalyst class is: 3. (6) Reactant: FC(F)(F)S(OS(C(F)(F)F)(=O)=O)(=O)=O.C(N(C(C)C)CC)(C)C.[CH2:25]([N:27]([CH2:38][CH3:39])[C:28](=[O:37])[C:29]1[CH:34]=[CH:33][CH:32]=[CH:31][C:30]=1[CH2:35]O)[CH3:26].C(OC([N:47]1[CH:51]=[C:50]([I:52])[N:49]=[CH:48]1)=O)(C)(C)C.C(=O)(O)[O-].[Na+]. Product: [CH2:25]([N:27]([CH2:38][CH3:39])[C:28](=[O:37])[C:29]1[CH:34]=[CH:33][CH:32]=[CH:31][C:30]=1[CH2:35][N:49]1[C:50]([I:52])=[CH:51][N:47]=[CH:48]1)[CH3:26]. The catalyst class is: 4.